Dataset: Catalyst prediction with 721,799 reactions and 888 catalyst types from USPTO. Task: Predict which catalyst facilitates the given reaction. (1) Reactant: [C:1]([O:5][C:6]([N:8]1[CH2:13][CH2:12][C:11](=[C:14]([C:19]2[CH:24]=[CH:23][CH:22]=[CH:21][CH:20]=2)[C:15]([NH:17][NH2:18])=[O:16])[CH2:10][CH2:9]1)=[O:7])([CH3:4])([CH3:3])[CH3:2].CCN(C(C)C)C(C)C.[C:34](O[C:34](=O)[C:35]1[CH:40]=[CH:39][CH:38]=[CH:37][CH:36]=1)(=O)[C:35]1[CH:40]=[CH:39][CH:38]=[CH:37][CH:36]=1.C1C=CC(P(C2C=CC=CC=2)C2C=CC=CC=2)=CC=1.ClC(Cl)(Cl)C(Cl)(Cl)Cl. Product: [C:1]([O:5][C:6]([N:8]1[CH2:9][CH2:10][C:11](=[C:14]([C:19]2[CH:20]=[CH:21][CH:22]=[CH:23][CH:24]=2)[C:15]2[O:16][C:34]([C:35]3[CH:40]=[CH:39][CH:38]=[CH:37][CH:36]=3)=[N:18][N:17]=2)[CH2:12][CH2:13]1)=[O:7])([CH3:4])([CH3:2])[CH3:3]. The catalyst class is: 23. (2) Reactant: C(N(CC)CC)C.[F:8][C:9]1[C:14]([F:15])=[CH:13][CH:12]=[CH:11][C:10]=1[C@H:16]1[CH2:22][N:21]2[C:23]([CH2:26][C:27]([F:30])([F:29])[F:28])=[N:24][N:25]=[C:20]2[C@H:19]([NH2:31])[CH2:18][CH2:17]1.[C:32](N1C=CN=C1)(N1C=CN=C1)=[O:33].[NH:44]1[CH2:49][CH2:48][CH:47]([N:50]2[CH2:56][CH2:55][C:54]3[CH:57]=[CH:58][CH:59]=[CH:60][C:53]=3[NH:52][C:51]2=[O:61])[CH2:46][CH2:45]1. Product: [F:8][C:9]1[C:14]([F:15])=[CH:13][CH:12]=[CH:11][C:10]=1[C@H:16]1[CH2:22][N:21]2[C:23]([CH2:26][C:27]([F:30])([F:28])[F:29])=[N:24][N:25]=[C:20]2[C@H:19]([NH:31][C:32]([N:44]2[CH2:45][CH2:46][CH:47]([N:50]3[CH2:56][CH2:55][C:54]4[CH:57]=[CH:58][CH:59]=[CH:60][C:53]=4[NH:52][C:51]3=[O:61])[CH2:48][CH2:49]2)=[O:33])[CH2:18][CH2:17]1. The catalyst class is: 217. (3) Reactant: [O:1]=[C:2]1[NH:7][C:6]([C:8]([OH:10])=O)=[CH:5][CH:4]=[CH:3]1.CCN(C(C)C)C(C)C.CN(C(ON1N=NC2C=CC=NC1=2)=[N+](C)C)C.F[P-](F)(F)(F)(F)F.Cl.[CH2:45]([O:52][C:53](=[O:72])[NH:54][CH2:55][CH2:56][CH2:57][CH2:58][C@H:59]([NH2:71])[C:60]([C:62]1[S:63][C:64]2[CH:70]=[CH:69][CH:68]=[CH:67][C:65]=2[N:66]=1)=[O:61])[C:46]1[CH:51]=[CH:50][CH:49]=[CH:48][CH:47]=1. Product: [CH2:45]([O:52][C:53](=[O:72])[NH:54][CH2:55][CH2:56][CH2:57][CH2:58][C@H:59]([NH:71][C:8]([C:6]1[NH:7][C:2](=[O:1])[CH:3]=[CH:4][CH:5]=1)=[O:10])[C:60]([C:62]1[S:63][C:64]2[CH:70]=[CH:69][CH:68]=[CH:67][C:65]=2[N:66]=1)=[O:61])[C:46]1[CH:51]=[CH:50][CH:49]=[CH:48][CH:47]=1. The catalyst class is: 20. (4) Reactant: C[O:2][C:3]([C:5]1[CH:6]=[CH:7][C:8]2[C@:14]3([CH2:23][CH3:24])[CH2:15][CH2:16][C@:17]([OH:22])([CH2:19][CH2:20][CH3:21])[CH2:18][C@@H:13]3[CH2:12][CH2:11][CH2:10][C:9]=2[CH:25]=1)=[O:4].[Li+].[OH-].Cl. Product: [CH2:23]([C@@:14]12[CH2:15][CH2:16][C@:17]([OH:22])([CH2:19][CH2:20][CH3:21])[CH2:18][C@@H:13]1[CH2:12][CH2:11][CH2:10][C:9]1[CH:25]=[C:5]([C:3]([OH:4])=[O:2])[CH:6]=[CH:7][C:8]2=1)[CH3:24]. The catalyst class is: 24. (5) Reactant: [O:1]=[S:2]1(=[O:50])[CH2:7][CH2:6][N:5]([CH2:8][C:9]([NH:11][C:12]23[CH2:46][CH2:45][C@@H:44]([CH:47]([CH3:49])[CH3:48])[C@@H:13]2[C@@H:14]2[C@@:27]([CH3:30])([CH2:28][CH2:29]3)[C@@:26]3([CH3:31])[C@@H:17]([C@:18]4([CH3:43])[C@@H:23]([CH2:24][CH2:25]3)[C:22]([CH3:33])([CH3:32])[C@@H:21]([C:34]3[CH:42]=[CH:41][C:37]([C:38]([O-:40])=[O:39])=[CH:36][CH:35]=3)[CH2:20][CH2:19]4)[CH2:16][CH2:15]2)=[O:10])[CH2:4][CH2:3]1.[C:51]([OH:57])([C:53]([F:56])([F:55])[F:54])=[O:52].O.[OH-].[Li+]. Product: [O:50]=[S:2]1(=[O:1])[CH2:7][CH2:6][N:5]([CH2:8][C:9]([NH:11][C@:12]23[CH2:46][CH2:45][C@@H:44]([CH:47]([CH3:48])[CH3:49])[C@@H:13]2[C@@H:14]2[C@@:27]([CH3:30])([CH2:28][CH2:29]3)[C@@:26]3([CH3:31])[C@@H:17]([C@:18]4([CH3:43])[C@@H:23]([CH2:24][CH2:25]3)[C:22]([CH3:33])([CH3:32])[C@@H:21]([C:34]3[CH:35]=[CH:36][C:37]([C:38]([OH:40])=[O:39])=[CH:41][CH:42]=3)[CH2:20][CH2:19]4)[CH2:16][CH2:15]2)=[O:10])[CH2:4][CH2:3]1.[C:51]([OH:57])([C:53]([F:56])([F:55])[F:54])=[O:52]. The catalyst class is: 1. (6) Reactant: [C:15]1(C)[CH:16]=[CH:17]C(S([O-])(=[O:8])=[O:8])=[CH:13][CH:14]=1.[NH+]1[CH:17]=[CH:16][CH:15]=[CH:14][CH:13]=1.[OH:18][C@@H:19]([CH3:27])[C@@H:20]([CH3:26])[CH2:21][C:22]([O:24][CH3:25])=[O:23]. Product: [CH3:26][C@H:20]([C@@H:19]([O:18][CH:17]1[CH2:16][CH2:15][CH2:14][CH2:13][O:8]1)[CH3:27])[CH2:21][C:22]([O:24][CH3:25])=[O:23]. The catalyst class is: 4. (7) Reactant: C([O:3][C:4]([C:6]1[CH:7]=[CH:8][C:9]2[N:10]([C:12]([CH:15]([C:17]3[CH:18]=[C:19]4[C:23](=[CH:24][C:25]=3[F:26])[N:22]([CH3:27])[N:21]=[CH:20]4)[CH3:16])=[CH:13][N:14]=2)[N:11]=1)=[CH2:5])C.Cl. Product: [F:26][C:25]1[CH:24]=[C:23]2[C:19]([CH:20]=[N:21][N:22]2[CH3:27])=[CH:18][C:17]=1[CH:15]([C:12]1[N:10]2[N:11]=[C:6]([C:4](=[O:3])[CH3:5])[CH:7]=[CH:8][C:9]2=[N:14][CH:13]=1)[CH3:16]. The catalyst class is: 15.